Dataset: Full USPTO retrosynthesis dataset with 1.9M reactions from patents (1976-2016). Task: Predict the reactants needed to synthesize the given product. (1) Given the product [C:49]([O:48][C:46]([CH2:45][CH2:44][O:36][C:35](=[O:37])[C:34]1[CH:38]=[CH:39][C:31]([NH:30][C:28]([C@H:9]2[C@H:8]([C:4]3[CH:5]=[CH:6][CH:7]=[C:2]([Cl:1])[C:3]=3[F:42])[C@:12]([C:15]3[CH:20]=[CH:19][C:18]([Cl:21])=[CH:17][C:16]=3[F:22])([C:13]#[N:14])[C@H:11]([CH2:23][C:24]([CH3:26])([CH3:27])[CH3:25])[NH:10]2)=[O:29])=[C:32]([O:40][CH3:41])[CH:33]=1)=[O:47])([CH3:52])([CH3:51])[CH3:50], predict the reactants needed to synthesize it. The reactants are: [Cl:1][C:2]1[C:3]([F:42])=[C:4]([C@@H:8]2[C@:12]([C:15]3[CH:20]=[CH:19][C:18]([Cl:21])=[CH:17][C:16]=3[F:22])([C:13]#[N:14])[C@H:11]([CH2:23][C:24]([CH3:27])([CH3:26])[CH3:25])[NH:10][C@H:9]2[C:28]([NH:30][C:31]2[CH:39]=[CH:38][C:34]([C:35]([OH:37])=[O:36])=[CH:33][C:32]=2[O:40][CH3:41])=[O:29])[CH:5]=[CH:6][CH:7]=1.O[CH2:44][CH2:45][C:46]([O:48][C:49]([CH3:52])([CH3:51])[CH3:50])=[O:47]. (2) Given the product [Cl:24][C:22]1[CH:21]=[CH:20][C:19]([F:25])=[C:18]([C:10]2[CH:9]=[C:8]([C:6]3[CH:7]=[C:2]([C:31]4[CH:30]=[N:29][N:28]([CH3:27])[CH:32]=4)[C:3]([NH2:26])=[N:4][CH:5]=3)[C:17]3[C:12](=[N:13][CH:14]=[CH:15][CH:16]=3)[N:11]=2)[CH:23]=1, predict the reactants needed to synthesize it. The reactants are: Br[C:2]1[C:3]([NH2:26])=[N:4][CH:5]=[C:6]([C:8]2[C:17]3[C:12](=[N:13][CH:14]=[CH:15][CH:16]=3)[N:11]=[C:10]([C:18]3[CH:23]=[C:22]([Cl:24])[CH:21]=[CH:20][C:19]=3[F:25])[CH:9]=2)[CH:7]=1.[CH3:27][N:28]1[CH:32]=[C:31](B2OC(C)(C)C(C)(C)O2)[CH:30]=[N:29]1.C(=O)([O-])[O-].[K+].[K+].O. (3) The reactants are: [NH2:1][C:2]1[CH:3]=[C:4]2[C:9](=[CH:10][C:11]=1[C:12]([F:15])([F:14])[F:13])[NH:8][C:7](=[O:16])[N:6]([NH:17][S:18]([CH3:21])(=[O:20])=[O:19])[C:5]2=[O:22].CO[CH:25]1[CH:29]([CH3:30])[CH2:28][CH:27](OC)[O:26]1. Given the product [CH3:30][C:29]1[CH2:28][C:27](=[O:26])[N:1]([C:2]2[CH:3]=[C:4]3[C:9](=[CH:10][C:11]=2[C:12]([F:13])([F:15])[F:14])[NH:8][C:7](=[O:16])[N:6]([NH:17][S:18]([CH3:21])(=[O:20])=[O:19])[C:5]3=[O:22])[CH:25]=1, predict the reactants needed to synthesize it. (4) Given the product [C:34]([C:31]1[CH:32]=[CH:33][C:28]([O:1][C:2]2[CH:3]=[C:4]3[C:9](=[CH:10][CH:11]=2)[N:8]=[C:7]([C:12]([N:14]2[CH2:15][CH2:16][N:17]([C:20]([O:22][C:23]([CH3:26])([CH3:25])[CH3:24])=[O:21])[CH2:18][CH2:19]2)=[O:13])[CH:6]=[CH:5]3)=[CH:29][CH:30]=1)(=[O:36])[CH3:35], predict the reactants needed to synthesize it. The reactants are: [OH:1][C:2]1[CH:3]=[C:4]2[C:9](=[CH:10][CH:11]=1)[N:8]=[C:7]([C:12]([N:14]1[CH2:19][CH2:18][N:17]([C:20]([O:22][C:23]([CH3:26])([CH3:25])[CH3:24])=[O:21])[CH2:16][CH2:15]1)=[O:13])[CH:6]=[CH:5]2.F[C:28]1[CH:33]=[CH:32][C:31]([C:34](=[O:36])[CH3:35])=[CH:30][CH:29]=1.C([O-])([O-])=O.[K+].[K+]. (5) Given the product [Cl:18][C:13]1[CH:14]=[CH:15][CH:16]=[CH:17][C:12]=1[NH:11][S:8]([C:5]1[CH:6]=[CH:7][C:2]([NH:1][C:25]([C:20]2[CH:21]=[CH:22][CH:23]=[CH:24][N:19]=2)=[O:26])=[CH:3][CH:4]=1)(=[O:10])=[O:9], predict the reactants needed to synthesize it. The reactants are: [NH2:1][C:2]1[CH:7]=[CH:6][C:5]([S:8]([NH:11][C:12]2[CH:17]=[CH:16][CH:15]=[CH:14][C:13]=2[Cl:18])(=[O:10])=[O:9])=[CH:4][CH:3]=1.[N:19]1[CH:24]=[CH:23][CH:22]=[CH:21][C:20]=1[C:25](Cl)=[O:26]. (6) Given the product [CH3:1][C:2]1[N:3]=[C:4]([N:10]2[C:14](=[O:15])[N:13]([CH2:16][C:17]3[CH:18]=[CH:19][C:20]([C:23]([F:25])([F:26])[F:24])=[CH:21][CH:22]=3)[N:12]=[CH:11]2)[S:5][C:6]=1[C:7]([NH:58][CH2:59][C:60]1[CH:61]=[N:62][CH:63]=[CH:64][CH:65]=1)=[O:9], predict the reactants needed to synthesize it. The reactants are: [CH3:1][C:2]1[N:3]=[C:4]([N:10]2[C:14](=[O:15])[N:13]([CH2:16][C:17]3[CH:22]=[CH:21][C:20]([C:23]([F:26])([F:25])[F:24])=[CH:19][CH:18]=3)[N:12]=[CH:11]2)[S:5][C:6]=1[C:7]([OH:9])=O.Cl.CN(C)CCCN=C=NCC.C(N(CC)C(C)C)(C)C.ON1C2C=CC=CC=2N=N1.[NH2:58][CH2:59][C:60]1[CH:61]=[N:62][CH:63]=[CH:64][CH:65]=1. (7) The reactants are: [C:1]([O:5][C:6]([NH:8][C:9]1([C:12]([OH:14])=O)[CH2:11][CH2:10]1)=[O:7])([CH3:4])([CH3:3])[CH3:2].[NH2:15][CH2:16][C:17]1[N:22]=[CH:21][C:20]([NH:23][C:24]2[CH:29]=[CH:28][C:27]([Cl:30])=[CH:26][C:25]=2[C:31]([F:34])([F:33])[F:32])=[CH:19][CH:18]=1. Given the product [Cl:30][C:27]1[CH:28]=[CH:29][C:24]([NH:23][C:20]2[CH:19]=[CH:18][C:17]([CH2:16][NH:15][C:12]([C:9]3([NH:8][C:6](=[O:7])[O:5][C:1]([CH3:2])([CH3:3])[CH3:4])[CH2:10][CH2:11]3)=[O:14])=[N:22][CH:21]=2)=[C:25]([C:31]([F:34])([F:32])[F:33])[CH:26]=1, predict the reactants needed to synthesize it. (8) The reactants are: C([O:3][C:4](=[O:25])[CH2:5][CH:6]1[C:11](=[O:12])[NH:10][C:9]([CH3:14])([CH3:13])[CH2:8][N:7]1[S:15]([C:18]1[CH:23]=[CH:22][C:21]([CH3:24])=[CH:20][CH:19]=1)(=[O:17])=[O:16])C.[Li+].[OH-]. Given the product [CH3:13][C:9]1([CH3:14])[CH2:8][N:7]([S:15]([C:18]2[CH:19]=[CH:20][C:21]([CH3:24])=[CH:22][CH:23]=2)(=[O:17])=[O:16])[CH:6]([CH2:5][C:4]([OH:25])=[O:3])[C:11](=[O:12])[NH:10]1, predict the reactants needed to synthesize it.